This data is from Reaction yield outcomes from USPTO patents with 853,638 reactions. The task is: Predict the reaction yield, written as a fraction of the theoretical maximum amount of product (1.0 means a 100% yield; for example, 0.34 means a 34% yield). (1) The reactants are [C:1]1([C:7]2[N:8]([C:17]3[CH:22]=[CH:21][CH:20]=[CH:19][CH:18]=3)[C:9]3[N:10]=[CH:11][NH:12][C:13](=O)[C:14]=3[N:15]=2)[CH:6]=[CH:5][CH:4]=[CH:3][CH:2]=1.O=P(Cl)(Cl)[Cl:25]. No catalyst specified. The product is [Cl:25][C:13]1[N:12]=[CH:11][N:10]=[C:9]2[C:14]=1[N:15]=[C:7]([C:1]1[CH:6]=[CH:5][CH:4]=[CH:3][CH:2]=1)[N:8]2[C:17]1[CH:22]=[CH:21][CH:20]=[CH:19][CH:18]=1. The yield is 0.840. (2) The reactants are [NH2:1][C:2]1[CH:3]=[CH:4][C:5]([OH:25])=[C:6]([CH:24]=1)[C:7]([NH:9][C:10]1[CH:15]=[C:14]([C:16]([F:19])([F:18])[F:17])[CH:13]=[C:12]([C:20]([F:23])([F:22])[F:21])[CH:11]=1)=[O:8].[C:26](OC(=O)C)(=[O:28])[CH3:27]. The catalyst is CC(O)=O. The product is [C:26]([NH:1][C:2]1[CH:3]=[CH:4][C:5]([OH:25])=[C:6]([CH:24]=1)[C:7]([NH:9][C:10]1[CH:11]=[C:12]([C:20]([F:21])([F:22])[F:23])[CH:13]=[C:14]([C:16]([F:17])([F:18])[F:19])[CH:15]=1)=[O:8])(=[O:28])[CH3:27]. The yield is 0.840. (3) The reactants are [H-].[Na+].[Br:3][C:4]1[S:8][C:7]([C:9]2([OH:13])[CH2:12][CH2:11][CH2:10]2)=NC=1.[CH3:14]I.[CH3:16][N:17](C=O)C. The catalyst is C1COCC1.[NH4+].[Cl-]. The product is [Br:3][C:4]1[S:8][C:7]([C:9]2([O:13][CH3:14])[CH2:10][CH2:11][CH2:12]2)=[CH:16][N:17]=1. The yield is 0.850. (4) The reactants are [OH-].[Na+].[NH:3]=[C:4]1[CH:9]=[C:8]([CH3:10])[CH:7]=[C:6]([CH3:11])[N:5]1[NH2:12].[C:13](OC)(=O)[CH2:14][OH:15]. The catalyst is C(O)C. The product is [CH3:11][C:6]1[N:5]2[N:12]=[C:13]([CH2:14][OH:15])[N:3]=[C:4]2[CH:9]=[C:8]([CH3:10])[CH:7]=1. The yield is 0.100. (5) The product is [F:31][C:32]1[CH:41]=[CH:40][C:39]([F:42])=[CH:38][C:33]=1[C:34](=[NH:37])[NH:35][NH:36][C:10](=[O:12])[C@H:9]([NH:8][C:6](=[O:7])[O:5][C:1]([CH3:2])([CH3:3])[CH3:4])[C:13]([O:16][CH3:17])([CH3:15])[CH3:14]. The reactants are [C:1]([O:5][C:6]([NH:8][C@H:9]([C:13]([O:16][CH3:17])([CH3:15])[CH3:14])[C:10]([OH:12])=O)=[O:7])([CH3:4])([CH3:3])[CH3:2].CCN(CC)CC.ClC(OCC)=O.[F:31][C:32]1[CH:41]=[CH:40][C:39]([F:42])=[CH:38][C:33]=1[C:34](=[NH:37])[NH:35][NH2:36]. The yield is 0.150. The catalyst is C1COCC1.